This data is from Reaction yield outcomes from USPTO patents with 853,638 reactions. The task is: Predict the reaction yield, written as a fraction of the theoretical maximum amount of product (1.0 means a 100% yield; for example, 0.34 means a 34% yield). (1) The reactants are [ClH:1].Cl.[NH2:3][CH:4]1[CH2:9][CH2:8][N:7]([CH2:10][C@H:11]2[N:21]3[C:22]4[N:13]([C:14](=[O:24])[CH:15]=[CH:16][C:17]=4[CH:18]=[CH:19][C:20]3=[O:23])[CH2:12]2)[CH2:6][CH2:5]1.C(N(CC)CC)C.[O:32]1[C:41]2[C:36](=[CH:37][CH:38]=[C:39]([CH:42]=O)[CH:40]=2)[CH2:35][CH2:34][CH2:33]1.C(O[BH-](OC(=O)C)OC(=O)C)(=O)C.[Na+]. The catalyst is C(Cl)(Cl)Cl.CO. The product is [ClH:1].[O:32]1[C:41]2[C:36](=[CH:37][CH:38]=[C:39]([CH2:42][NH:3][CH:4]3[CH2:5][CH2:6][N:7]([CH2:10][C@H:11]4[N:21]5[C:22]6[N:13]([C:14](=[O:24])[CH:15]=[CH:16][C:17]=6[CH:18]=[CH:19][C:20]5=[O:23])[CH2:12]4)[CH2:8][CH2:9]3)[CH:40]=2)[CH2:35][CH2:34][CH2:33]1. The yield is 0.260. (2) The reactants are [NH2:1][C:2]1[N:7]=[C:6]([CH3:8])[N:5]=[C:4]([C:9]2[C:10]([NH:24][C:25]3[CH:26]=[CH:27][C:28]4[S:32][CH:31]=[N:30][C:29]=4[CH:33]=3)=[N:11][CH:12]=[C:13]([C@H:15]([N:17]3[CH2:22][CH2:21][NH:20][CH2:19][C@@H:18]3[CH3:23])[CH3:16])[CH:14]=2)[N:3]=1.C(=O)([O-])[O-].[Na+].[Na+].[CH3:40][S:41](Cl)(=[O:43])=[O:42]. The catalyst is C1COCC1. The product is [NH2:1][C:2]1[N:7]=[C:6]([CH3:8])[N:5]=[C:4]([C:9]2[C:10]([NH:24][C:25]3[CH:26]=[CH:27][C:28]4[S:32][CH:31]=[N:30][C:29]=4[CH:33]=3)=[N:11][CH:12]=[C:13]([C@H:15]([N:17]3[CH2:22][CH2:21][N:20]([S:41]([CH3:40])(=[O:43])=[O:42])[CH2:19][C@@H:18]3[CH3:23])[CH3:16])[CH:14]=2)[N:3]=1. The yield is 0.103. (3) The reactants are [H-].[H-].[H-].[H-].[Li+].[Al+3].[NH2:7][CH2:8][C:9]([N:11]1[CH:15]2[CH2:16][CH2:17][CH:12]1[CH2:13][CH2:14]2)=O. The catalyst is C1COCC1. The product is [CH:12]12[N:11]([CH2:9][CH2:8][NH2:7])[CH:15]([CH2:16][CH2:17]1)[CH2:14][CH2:13]2. The yield is 0.690. (4) The reactants are [OH:1][C:2]1[C:3]2[C:22]([CH3:23])=[CH:21][S:20][C:4]=2[N:5]([CH3:19])[C:6](=[O:18])[C:7]=1[C:8]([N:10]([C:12]1[CH:17]=[CH:16][CH:15]=[CH:14][CH:13]=1)[CH3:11])=[O:9].[C:24](Cl)(=[O:29])[C:25]([CH3:28])([CH3:27])[CH3:26].Cl. The catalyst is N1C=CC=CC=1. The product is [CH3:23][C:22]1[C:3]2[C:2]([O:1][C:24](=[O:29])[C:25]([CH3:28])([CH3:27])[CH3:26])=[C:7]([C:8](=[O:9])[N:10]([CH3:11])[C:12]3[CH:17]=[CH:16][CH:15]=[CH:14][CH:13]=3)[C:6](=[O:18])[N:5]([CH3:19])[C:4]=2[S:20][CH:21]=1. The yield is 0.370. (5) The reactants are [CH3:1][CH:2]1[CH2:7][CH2:6][N:5]([C:8]([O:10][C:11]([CH3:14])([CH3:13])[CH3:12])=[O:9])[CH2:4][CH:3]1[C:15](=O)[NH:16][CH2:17][C:18]1[N:19]=[C:20]2[CH:26]=[CH:25][N:24]([S:27]([C:30]3[CH:36]=[CH:35][C:33]([CH3:34])=[CH:32][CH:31]=3)(=[O:29])=[O:28])[C:21]2=[N:22][CH:23]=1.COC1C=CC(P2(SP(C3C=CC(OC)=CC=3)(=S)S2)=S)=CC=1.CCOC(C)=O. The catalyst is O1CCOCC1.C(O[Hg]OC(=O)C)(=O)C. The product is [CH3:1][CH:2]1[CH2:7][CH2:6][N:5]([C:8]([O:10][C:11]([CH3:14])([CH3:12])[CH3:13])=[O:9])[CH2:4][CH:3]1[C:15]1[N:19]2[C:20]3[CH:26]=[CH:25][N:24]([S:27]([C:30]4[CH:31]=[CH:32][C:33]([CH3:34])=[CH:35][CH:36]=4)(=[O:28])=[O:29])[C:21]=3[N:22]=[CH:23][C:18]2=[CH:17][N:16]=1. The yield is 0.440. (6) The reactants are Cl[C:2]1[C:7]([NH:8][C:9](=O)[C:10]2[CH:15]=[CH:14][CH:13]=[CH:12][C:11]=2[N+:16]([O-:18])=[O:17])=[CH:6][C:5]([CH3:20])=[CH:4][N:3]=1.P12(SP3(SP(SP(S3)(S1)=S)(=S)S2)=S)=[S:22]. The catalyst is N1C=CC=CC=1.CC1C=CC(C)=CC=1. The product is [CH3:20][C:5]1[CH:6]=[C:7]2[N:8]=[C:9]([C:10]3[CH:15]=[CH:14][CH:13]=[CH:12][C:11]=3[N+:16]([O-:18])=[O:17])[S:22][C:2]2=[N:3][CH:4]=1. The yield is 0.750. (7) The reactants are [OH:1][C:2]1[C:3]([C:19]([C:22]2[CH:27]=[CH:26][CH:25]=[CH:24][CH:23]=2)(C)C)=[N:4][C:5]2[C:10]([C:11]=1[C:12]([OH:14])=[O:13])=[CH:9][CH:8]=[C:7]1CC[CH2:17][CH2:18][C:6]=21.[CH:28](C1C=CC=C2C=1NC(=O)C2=O)(C)[CH3:29].O[CH2:43]C(=O)CC(C1C=CC=CC=1)C. The yield is 0.0920. The product is [OH:1][C:2]1[C:3]([CH2:19][CH:22]([C:23]2[CH:24]=[CH:25][CH:26]=[CH:29][CH:28]=2)[CH3:27])=[N:4][C:5]2[C:10]([C:11]=1[C:12]([OH:14])=[O:13])=[CH:9][CH:8]=[CH:7][C:6]=2[CH:18]([CH3:43])[CH3:17]. No catalyst specified. (8) The reactants are [C:1]([NH:4][C@@H:5]([CH2:10][C:11]1[CH:16]=[CH:15][C:14](I)=[CH:13][CH:12]=1)[C:6]([O:8][CH3:9])=[O:7])(=[O:3])[CH3:2].[CH3:18][Sn:19]([CH3:25])([CH3:24])[Sn:19]([CH3:25])([CH3:24])[CH3:18].C1(P(C2C=CC=CC=2)C2C=CC=CC=2)C=CC=CC=1. The catalyst is C1(C)C=CC=CC=1.C([O-])(=O)C.[Pd+2].C([O-])(=O)C. The product is [C:1]([NH:4][C@@H:5]([CH2:10][C:11]1[CH:16]=[CH:15][C:14]([Sn:19]([CH3:25])([CH3:24])[CH3:18])=[CH:13][CH:12]=1)[C:6]([O:8][CH3:9])=[O:7])(=[O:3])[CH3:2]. The yield is 0.760. (9) The reactants are [Br:1][C:2]1[CH:3]=[C:4]([CH:9]([C:12]2[N:13]=[N:14][C:15]([O:18][CH:19]([F:21])[F:20])=[CH:16][CH:17]=2)C#N)[CH:5]=[CH:6][C:7]=1[F:8].CC(C)([O-:25])C.[K+].OO.O. The catalyst is C(#N)C. The product is [Br:1][C:2]1[CH:3]=[C:4]([C:9]([C:12]2[N:13]=[N:14][C:15]([O:18][CH:19]([F:21])[F:20])=[CH:16][CH:17]=2)=[O:25])[CH:5]=[CH:6][C:7]=1[F:8]. The yield is 0.790. (10) The reactants are C([O:4][C:5]1[C:9]2[CH:10]=[C:11](Cl)[CH:12]=[C:13](CN3CCN(C)CC3)[C:8]=2[O:7][CH:6]=1)(=O)C.O.Cl. The catalyst is CO. The product is [O:7]1[C:8]2[CH:13]=[CH:12][CH:11]=[CH:10][C:9]=2[C:5](=[O:4])[CH2:6]1. The yield is 0.670.